This data is from Full USPTO retrosynthesis dataset with 1.9M reactions from patents (1976-2016). The task is: Predict the reactants needed to synthesize the given product. Given the product [F:24][C:20]1[CH:19]=[C:18]([CH:23]=[CH:22][CH:21]=1)[O:17][C:14]1[CH:15]=[CH:16][C:11]([C:10]2[C:3]3[C:4](=[N:5][CH:6]=[N:7][C:2]=3[NH2:1])[N:8]([CH2:25][C@H:26]3[CH2:30][CH2:29][CH2:28][NH:27]3)[N:9]=2)=[CH:12][CH:13]=1, predict the reactants needed to synthesize it. The reactants are: [NH2:1][C:2]1[N:7]=[CH:6][N:5]=[C:4]2[N:8]([CH2:25][C@H:26]3[CH2:30][CH2:29][CH2:28][N:27]3C(OC(C)(C)C)=O)[N:9]=[C:10]([C:11]3[CH:16]=[CH:15][C:14]([O:17][C:18]4[CH:23]=[CH:22][CH:21]=[C:20]([F:24])[CH:19]=4)=[CH:13][CH:12]=3)[C:3]=12.FC(F)(F)C(O)=O.